From a dataset of Catalyst prediction with 721,799 reactions and 888 catalyst types from USPTO. Predict which catalyst facilitates the given reaction. (1) Reactant: [Br:1][C:2]1[C:7](=[O:8])[N:6]([CH2:9][CH2:10][N:11]2C(=O)C3C(=CC=CC=3)C2=O)[N:5]=[CH:4][C:3]=1[NH:22][C@@H:23]1[CH2:28][C@@H:27]2[CH2:29][C@@H:25]([C:26]2([CH3:31])[CH3:30])[C@H:24]1[CH3:32].O.NN. Product: [NH2:11][CH2:10][CH2:9][N:6]1[C:7](=[O:8])[C:2]([Br:1])=[C:3]([NH:22][C@@H:23]2[CH2:28][C@@H:27]3[CH2:29][C@@H:25]([C:26]3([CH3:31])[CH3:30])[C@H:24]2[CH3:32])[CH:4]=[N:5]1. The catalyst class is: 5. (2) Reactant: [Cl:1][C:2]1[C:3]([N:14]2[CH2:19][CH2:18][N:17]([C:20]([O:22][C:23]([CH3:26])([CH3:25])[CH3:24])=[O:21])[CH2:16][CH2:15]2)=[N:4][CH:5]=[C:6]([C:8](N(OC)C)=[O:9])[CH:7]=1.[Cl-].Cl.[CH2:29]1[CH2:33]OC[CH2:30]1. Product: [C:8]([C:6]1[CH:7]=[C:2]([Cl:1])[C:3]([N:14]2[CH2:19][CH2:18][N:17]([C:20]([O:22][C:23]([CH3:26])([CH3:24])[CH3:25])=[O:21])[CH2:16][CH2:15]2)=[N:4][CH:5]=1)(=[O:9])[CH2:30][CH2:29][CH3:33]. The catalyst class is: 25. (3) Reactant: [C:1](Cl)(=O)C.[NH2:5][C:6]1[CH:14]=[CH:13][C:9]([C:10]([OH:12])=[O:11])=[C:8]([Cl:15])[CH:7]=1. Product: [NH2:5][C:6]1[CH:14]=[CH:13][C:9]([C:10]([O:12][CH3:1])=[O:11])=[C:8]([Cl:15])[CH:7]=1. The catalyst class is: 5. (4) Reactant: [Si:1]([O:8][C@H:9]1[C:14](=[CH2:15])[C@H:13]([CH2:16][OH:17])[CH2:12][C@H:11]([OH:18])[CH2:10]1)([C:4]([CH3:7])([CH3:6])[CH3:5])([CH3:3])[CH3:2].[Si:19](C1NC=CN=1)([C:22]([CH3:25])([CH3:24])[CH3:23])([CH3:21])[CH3:20]. Product: [Si:1]([O:8][C@H:9]1[C:14](=[CH2:15])[C@H:13]([CH2:16][O:17][Si:19]([C:22]([CH3:25])([CH3:24])[CH3:23])([CH3:21])[CH3:20])[CH2:12][C@H:11]([OH:18])[CH2:10]1)([C:4]([CH3:7])([CH3:6])[CH3:5])([CH3:3])[CH3:2]. The catalyst class is: 4. (5) Reactant: Cl[C:2]1[C:7]([Cl:8])=[C:6]([Cl:9])[C:5]([Cl:10])=[C:4]([Cl:11])[C:3]=1[Cl:12].C([Li])CCC.[F:18][C:19]([F:31])([O:23][C:24]([F:30])([F:29])[C:25]([F:28])([F:27])[F:26])[C:20](F)=[O:21].C(OCCOCC)(=O)C. The catalyst class is: 27. Product: [F:18][C:19]([C:20]([C:2]1[C:3]([Cl:12])=[C:4]([Cl:11])[C:5]([Cl:10])=[C:6]([Cl:9])[C:7]=1[Cl:8])=[O:21])([F:31])[O:23][C:24]([F:29])([F:30])[C:25]([F:26])([F:28])[F:27]. (6) Reactant: [CH2:1]([O:8][C:9]([NH:11][CH:12]([CH2:25][C:26]#[CH:27])[C:13]([NH:15][CH:16]([CH2:21][CH:22]([CH3:24])[CH3:23])[C:17]([O:19]C)=[O:18])=[O:14])=[O:10])[C:2]1[CH:7]=[CH:6][CH:5]=[CH:4][CH:3]=1.[OH-].[Li+]. Product: [CH2:1]([O:8][C:9]([NH:11][CH:12]([CH2:25][C:26]#[CH:27])[C:13]([NH:15][CH:16]([CH2:21][CH:22]([CH3:23])[CH3:24])[C:17]([OH:19])=[O:18])=[O:14])=[O:10])[C:2]1[CH:3]=[CH:4][CH:5]=[CH:6][CH:7]=1. The catalyst class is: 1.